This data is from Forward reaction prediction with 1.9M reactions from USPTO patents (1976-2016). The task is: Predict the product of the given reaction. (1) Given the reactants [CH:1]1[C:2]([CH2:10][C@@H:11]([NH2:28])[CH2:12][C:13]([N:15]2[CH2:27][C:19]3=[N:20][N:21]=[C:22]([C:23]([F:26])([F:25])[F:24])[N:18]3[CH2:17][CH2:16]2)=[O:14])=[C:3]([F:9])[CH:4]=[C:5]([F:8])[C:6]=1[F:7].[C:29]([OH:36])(=[O:35])[CH2:30][CH2:31][C:32]([OH:34])=[O:33], predict the reaction product. The product is: [CH:1]1[C:2]([CH2:10][C@@H:11]([NH2:28])[CH2:12][C:13]([N:15]2[CH2:27][C:19]3=[N:20][N:21]=[C:22]([C:23]([F:26])([F:25])[F:24])[N:18]3[CH2:17][CH2:16]2)=[O:14])=[C:3]([F:9])[CH:4]=[C:5]([F:8])[C:6]=1[F:7].[C:29]([O-:36])(=[O:35])[CH2:30][CH2:31][C:32]([O-:34])=[O:33]. (2) Given the reactants Cl.I[C:3]1[CH:4]=[C:5]2[C:10](=[CH:11][CH:12]=1)[N:9]([CH2:13][CH:14]1[CH2:18][CH2:17][NH:16][CH2:15]1)[CH:8]=[C:7]([C:19]([O:21][CH2:22][CH3:23])=[O:20])[C:6]2=[O:24].[CH2:25]([NH:27][C:28]([NH:30][C:31]1[CH:36]=[C:35]([C:37]2[S:38][CH:39]=[C:40]([C:42]([F:45])([F:44])[F:43])[N:41]=2)[C:34](B2OC(C)(C)C(C)(C)O2)=[CH:33][N:32]=1)=[O:29])[CH3:26].C(=O)(O)[O-].[Na+], predict the reaction product. The product is: [CH2:25]([NH:27][C:28](=[O:29])[NH:30][C:31]1[N:32]=[CH:33][C:34]([C:3]2[CH:4]=[C:5]3[C:10](=[CH:11][CH:12]=2)[N:9]([CH2:13][CH:14]2[CH2:18][CH2:17][NH:16][CH2:15]2)[CH:8]=[C:7]([C:19]([O:21][CH2:22][CH3:23])=[O:20])[C:6]3=[O:24])=[C:35]([C:37]2[S:38][CH:39]=[C:40]([C:42]([F:45])([F:44])[F:43])[N:41]=2)[CH:36]=1)[CH3:26]. (3) Given the reactants [Cl:1][C:2]1[CH:10]=[CH:9][CH:8]=[C:7]2[C:3]=1[C:4]1([CH2:15][O:14][C:13]3[CH:16]=[C:17]4[C:21](=[CH:22][C:12]1=3)[CH2:20][CH2:19][O:18]4)[C:5](=[O:11])[NH:6]2.N1C2C(=CC=CC=2)C2(COC3C=C4C(=CC2=3)CCO4)C1=O.Br[CH2:45][C:46]1[O:47][C:48]([C:51]([F:54])([F:53])[F:52])=[CH:49][CH:50]=1.BrCC1CCCCO1, predict the reaction product. The product is: [Cl:1][C:2]1[CH:10]=[CH:9][CH:8]=[C:7]2[C:3]=1[C:4]1([CH2:15][O:14][C:13]3[CH:16]=[C:17]4[C:21](=[CH:22][C:12]1=3)[CH2:20][CH2:19][O:18]4)[C:5](=[O:11])[N:6]2[CH2:45][C:46]1[O:47][C:48]([C:51]([F:54])([F:53])[F:52])=[CH:49][CH:50]=1. (4) Given the reactants I[C:2]1[S:3][C:4]2[CH2:10][CH2:9][N:8](C(=O)C(F)(F)F)[CH2:7][CH2:6][C:5]=2[N:17]=1.[C:18]([C:20]1[CH:21]=[C:22](B(O)O)[CH:23]=[CH:24][CH:25]=1)#[N:19], predict the reaction product. The product is: [S:3]1[C:4]2[CH2:10][CH2:9][NH:8][CH2:7][CH2:6][C:5]=2[N:17]=[C:2]1[C:24]1[CH:25]=[C:20]([CH:21]=[CH:22][CH:23]=1)[C:18]#[N:19]. (5) The product is: [NH2:1][C:2]1[CH:7]=[CH:6][CH:5]=[C:4]([C:8]2[CH:13]=[CH:12][CH:11]=[CH:10][CH:9]=2)[C:3]=1[C:14]([NH2:15])=[O:16]. Given the reactants [NH2:1][C:2]1[CH:7]=[CH:6][CH:5]=[C:4]([C:8]2[CH:13]=[CH:12][CH:11]=[CH:10][CH:9]=2)[C:3]=1[C:14]#[N:15].[OH-:16].[Na+], predict the reaction product.